This data is from Forward reaction prediction with 1.9M reactions from USPTO patents (1976-2016). The task is: Predict the product of the given reaction. (1) Given the reactants [Br:1][C:2]1[S:3][C:4]([NH:34][C:35](=[O:41])[O:36][C:37]([CH3:40])([CH3:39])[CH3:38])=[C:5]([C:7](=[O:33])[NH:8][C:9]2[CH:10]=[N:11][N:12]([CH2:29][CH:30]([F:32])[F:31])[C:13]=2[N:14]2[CH2:20][CH2:19][CH2:18][C@@H:17]([N:21]([CH3:28])[C:22](=[O:27])[C:23]([F:26])([F:25])[F:24])[CH2:16][CH2:15]2)[N:6]=1.NC1C=NN(CC(F)F)C=1N1CCC[C@H](N(C)C(=O)C(F)(F)F)CC1.BrC1SC(NC(OC(C)(C)C)=O)=C(C(O)=O)N=1, predict the reaction product. The product is: [Br:1][C:2]1[S:3][C:4]([NH:34][C:35](=[O:41])[O:36][C:37]([CH3:39])([CH3:38])[CH3:40])=[C:5]([C:7](=[O:33])[NH:8][C:9]2[CH:10]=[N:11][N:12]([CH2:29][CH:30]([F:32])[F:31])[C:13]=2[N:14]2[CH2:20][CH2:19][CH2:18][C@H:17]([N:21]([CH3:28])[C:22](=[O:27])[C:23]([F:24])([F:25])[F:26])[CH2:16][CH2:15]2)[N:6]=1. (2) Given the reactants [Cl:1][C:2]1[CH:7]=[C:6]([NH:8][C:9](=[O:15])[O:10][C:11]([CH3:14])([CH3:13])[CH3:12])[C:5]([I:16])=[CH:4][N:3]=1.[CH2:17](I)[CH2:18][CH3:19].C(OCC)(=O)C.O, predict the reaction product. The product is: [Cl:1][C:2]1[CH:7]=[C:6]([N:8]([CH2:17][CH2:18][CH3:19])[C:9](=[O:15])[O:10][C:11]([CH3:13])([CH3:12])[CH3:14])[C:5]([I:16])=[CH:4][N:3]=1. (3) Given the reactants [Br:1][C:2]1[CH:3]=[CH:4][C:5]([C:8]2(C#N)[CH2:13][CH2:12][O:11][CH2:10][CH2:9]2)=[N:6][CH:7]=1.C(=O)([O-])[O-].[K+].[K+], predict the reaction product. The product is: [Br:1][C:2]1[CH:3]=[CH:4][C:5]([CH:8]2[CH2:13][CH2:12][O:11][CH2:10][CH2:9]2)=[N:6][CH:7]=1. (4) Given the reactants [CH:1]1([C:5]2[C:13]([C:14]3[NH:18][C:17]([CH2:19][CH3:20])=[N:16][N:15]=3)=[CH:12][C:8]([C:9](O)=[O:10])=[C:7]([CH2:21][CH3:22])[CH:6]=2)[CH2:4][CH2:3][CH2:2]1.CCN=C=NCCCN(C)C.C1C=CC2N(O)N=NC=2C=1.Cl.[NH:45]1[CH2:50][CH2:49][CH:48]([C:51]2[CH:58]=[CH:57][C:54]([C:55]#[N:56])=[CH:53][CH:52]=2)[CH2:47][CH2:46]1, predict the reaction product. The product is: [CH:1]1([C:5]2[C:13]([C:14]3[NH:18][C:17]([CH2:19][CH3:20])=[N:16][N:15]=3)=[CH:12][C:8]([C:9]([N:45]3[CH2:50][CH2:49][CH:48]([C:51]4[CH:58]=[CH:57][C:54]([C:55]#[N:56])=[CH:53][CH:52]=4)[CH2:47][CH2:46]3)=[O:10])=[C:7]([CH2:21][CH3:22])[CH:6]=2)[CH2:2][CH2:3][CH2:4]1. (5) Given the reactants C[O:2][C:3]1[CH:11]=[CH:10][CH:9]=[CH:8][C:4]=1[C:5](Cl)=O.[NH2:12][C:13]1[CH:20]=[C:19]([Br:21])[CH:18]=[CH:17][C:14]=1[C:15]#[N:16].[C:22]([O:26][C:27]([N:29]1[CH2:34][CH2:33]C[C@H:31]([NH2:35])[CH2:30]1)=[O:28])([CH3:25])([CH3:24])[CH3:23], predict the reaction product. The product is: [Br:21][C:19]1[CH:20]=[C:13]2[C:14]([C:15]([NH:35][C@H:31]3[CH2:33][CH2:34][N:29]([C:27]([O:26][C:22]([CH3:23])([CH3:24])[CH3:25])=[O:28])[CH2:30]3)=[N:16][C:5]([C:4]3[CH:8]=[CH:9][CH:10]=[CH:11][C:3]=3[OH:2])=[N:12]2)=[CH:17][CH:18]=1. (6) Given the reactants [CH2:1]([N:8]1[CH2:12][CH2:11][C:10]2([CH2:17][CH2:16][CH2:15][N:14]([C:18]([O:20][C:21]([CH3:24])([CH3:23])[CH3:22])=[O:19])[CH:13]2COS(C)(=O)=O)[CH2:9]1)[C:2]1[CH:7]=[CH:6][CH:5]=[CH:4][CH:3]=1.[N-:31]=[N+:32]=[N-:33].[Na+].O, predict the reaction product. The product is: [N:31]([CH:13]1[N:14]([C:18]([O:20][C:21]([CH3:22])([CH3:23])[CH3:24])=[O:19])[CH2:15][CH2:16][CH2:17][C:10]21[CH2:9][N:8]([CH2:1][C:2]1[CH:7]=[CH:6][CH:5]=[CH:4][CH:3]=1)[CH2:12][CH2:11]2)=[N+:32]=[N-:33]. (7) The product is: [C:1]([C:3]1[C:4]([O:18][CH:19]([C:24]2[CH:25]=[CH:26][CH:27]=[CH:28][CH:29]=2)[C:20]([OH:22])=[O:21])=[N:5][C:6]2[CH2:7][CH2:8][CH2:9][CH2:10][C:11]=2[C:12]=1[C:13]1[S:14][CH:15]=[CH:16][CH:17]=1)#[N:2]. Given the reactants [C:1]([C:3]1[C:4]([O:18][CH:19]([C:24]2[CH:29]=[CH:28][CH:27]=[CH:26][CH:25]=2)[C:20]([O:22]C)=[O:21])=[N:5][C:6]2[CH2:7][CH2:8][CH2:9][CH2:10][C:11]=2[C:12]=1[C:13]1[S:14][CH:15]=[CH:16][CH:17]=1)#[N:2], predict the reaction product. (8) Given the reactants [Cl:1][C:2]1[C:11]([N+:12]([O-:14])=[O:13])=[C:10](Cl)[C:9]2[C:4](=[CH:5][CH:6]=[CH:7][CH:8]=2)[N:3]=1.C(N(CC)CC)C.[C:23]([NH:30][CH2:31][C:32]1[CH:37]=[CH:36][C:35]([CH2:38][NH2:39])=[CH:34][CH:33]=1)([O:25][C:26]([CH3:29])([CH3:28])[CH3:27])=[O:24].O, predict the reaction product. The product is: [Cl:1][C:2]1[C:11]([N+:12]([O-:14])=[O:13])=[C:10]([NH:39][CH2:38][C:35]2[CH:36]=[CH:37][C:32]([CH2:31][NH:30][C:23](=[O:24])[O:25][C:26]([CH3:27])([CH3:28])[CH3:29])=[CH:33][CH:34]=2)[C:9]2[C:4](=[CH:5][CH:6]=[CH:7][CH:8]=2)[N:3]=1. (9) Given the reactants [Cl:1][C:2]1[C:7](F)=[C:6]([C:9]#[N:10])[CH:5]=[CH:4][N:3]=1.[NH:11]1[CH2:15][CH2:14][CH2:13][CH2:12]1, predict the reaction product. The product is: [Cl:1][C:2]1[C:7]([N:11]2[CH2:15][CH2:14][CH2:13][CH2:12]2)=[C:6]([CH:5]=[CH:4][N:3]=1)[C:9]#[N:10]. (10) Given the reactants [OH:1][CH2:2][C@@H:3]([NH2:8])[CH2:4][CH:5]([CH3:7])[CH3:6].[CH:9](=O)[CH:10]([CH3:12])[CH3:11], predict the reaction product. The product is: [CH:10]([CH:12]1[NH:8][C@@H:3]([CH2:4][CH:5]([CH3:7])[CH3:6])[CH2:2][O:1]1)([CH3:11])[CH3:9].